From a dataset of Forward reaction prediction with 1.9M reactions from USPTO patents (1976-2016). Predict the product of the given reaction. (1) Given the reactants Br[C:2]1[N:6]2[CH2:7][CH2:8][N:9]([C:11]([C:13]3[CH:18]=[CH:17][CH:16]=[C:15]([C:19]([F:22])([F:21])[F:20])[C:14]=3[Cl:23])=[O:12])[CH2:10][C:5]2=[N:4][CH:3]=1.C([Sn](CCCC)(CCCC)[C:29]1[S:30][CH:31]=[CH:32][N:33]=1)CCC, predict the reaction product. The product is: [Cl:23][C:14]1[C:15]([C:19]([F:22])([F:21])[F:20])=[CH:16][CH:17]=[CH:18][C:13]=1[C:11]([N:9]1[CH2:8][CH2:7][N:6]2[C:2]([C:29]3[S:30][CH:31]=[CH:32][N:33]=3)=[CH:3][N:4]=[C:5]2[CH2:10]1)=[O:12]. (2) Given the reactants S(Cl)([Cl:3])=O.[F:5][C:6]1[CH:11]=[CH:10][C:9]([O:12][C:13]2[CH:18]=[CH:17][CH:16]=[CH:15][CH:14]=2)=[CH:8][C:7]=1[C:19]([OH:21])=O, predict the reaction product. The product is: [F:5][C:6]1[CH:11]=[CH:10][C:9]([O:12][C:13]2[CH:18]=[CH:17][CH:16]=[CH:15][CH:14]=2)=[CH:8][C:7]=1[C:19]([Cl:3])=[O:21]. (3) Given the reactants C(OC([N:8]1[CH2:13][CH2:12][CH2:11][CH:10]([CH2:14][C:15]2[CH:20]=[CH:19][C:18]([N:21]3[CH2:25][C:24](=[O:26])[NH:23][S:22]3(=[O:28])=[O:27])=[C:17]([OH:29])[CH:16]=2)[CH2:9]1)=O)(C)(C)C.Cl, predict the reaction product. The product is: [OH:29][C:17]1[CH:16]=[C:15]([CH2:14][CH:10]2[CH2:11][CH2:12][CH2:13][NH:8][CH2:9]2)[CH:20]=[CH:19][C:18]=1[N:21]1[S:22](=[O:28])(=[O:27])[NH:23][C:24](=[O:26])[CH2:25]1. (4) Given the reactants [F-].C([N+](CCCC)(CCCC)CCCC)CCC.[CH3:19][O:20][C:21]1[CH:22]=[CH:23][C:24]([CH:44]=[O:45])=[C:25]2[C:29]=1[N:28]=[C:27]1[N:30]([C:34]3[C:35]([CH3:43])=[N:36][C:37]([O:41][CH3:42])=[N:38][C:39]=3[CH3:40])[CH2:31][CH2:32][CH2:33][N:26]21.C[Si](C)(C)[C:48]([F:51])([F:50])[F:49].Cl.C(=O)([O-])O.[Na+], predict the reaction product. The product is: [F:49][C:48]([F:51])([F:50])[CH:44]([C:24]1[C:25]2[N:26]3[CH2:33][CH2:32][CH2:31][N:30]([C:34]4[C:35]([CH3:43])=[N:36][C:37]([O:41][CH3:42])=[N:38][C:39]=4[CH3:40])[C:27]3=[N:28][C:29]=2[C:21]([O:20][CH3:19])=[CH:22][CH:23]=1)[OH:45]. (5) Given the reactants [H-].[Na+].CN(C=O)C.[S:8]1[CH:12]=[CH:11][N:10]=[C:9]1[CH2:13][C:14]([O:16][C:17]([CH3:20])([CH3:19])[CH3:18])=[O:15].Br[CH2:22][CH2:23]Br, predict the reaction product. The product is: [S:8]1[CH:12]=[CH:11][N:10]=[C:9]1[C:13]1([C:14]([O:16][C:17]([CH3:20])([CH3:19])[CH3:18])=[O:15])[CH2:23][CH2:22]1. (6) Given the reactants [CH:1](=[O:7])[C:2]1[O:6][CH:5]=[CH:4][CH:3]=1.CC(C)=O.CCCCCCCC.[CH:20](=[O:26])[CH:21]1[O:25][CH2:24][CH2:23][CH2:22]1, predict the reaction product. The product is: [CH:4]1[CH:3]=[C:2]([CH:1]([OH:7])[C:20]([C:21]2[O:25][CH:24]=[CH:23][CH:22]=2)=[O:26])[O:6][CH:5]=1. (7) Given the reactants [F:1][C:2]1[N:7]=[C:6](F)[CH:5]=[CH:4][N:3]=1.[CH:9]([C@H:12]1[CH2:16][O:15][C:14](=[O:17])[NH:13]1)([CH3:11])[CH3:10].[H-].[Na+], predict the reaction product. The product is: [F:1][C:2]1[N:7]=[C:6]([N:13]2[C@@H:12]([CH:9]([CH3:11])[CH3:10])[CH2:16][O:15][C:14]2=[O:17])[CH:5]=[CH:4][N:3]=1. (8) Given the reactants [C:1]([NH:4][NH:5][C:6]([C:8]1[C:9]([NH2:36])=[N:10][CH:11]=[N:12][C:13]=1[NH:14][C@H:15]([C:18]1[N:27]([C:28]2[CH:33]=[CH:32][CH:31]=[CH:30][CH:29]=2)[C:26](=[O:34])[C:25]2[C:20](=[CH:21][CH:22]=[CH:23][C:24]=2[Cl:35])[N:19]=1)[CH2:16][CH3:17])=[O:7])(=O)[CH3:2].CC[N+](S(N=C(OC)[O-])(=O)=O)(CC)CC, predict the reaction product. The product is: [NH2:36][C:9]1[N:10]=[CH:11][N:12]=[C:13]([NH:14][C@H:15]([C:18]2[N:27]([C:28]3[CH:29]=[CH:30][CH:31]=[CH:32][CH:33]=3)[C:26](=[O:34])[C:25]3[C:20](=[CH:21][CH:22]=[CH:23][C:24]=3[Cl:35])[N:19]=2)[CH2:16][CH3:17])[C:8]=1[C:6]1[O:7][C:1]([CH3:2])=[N:4][N:5]=1. (9) The product is: [CH2:21]([O:23][C:24]([N:26]1[CH2:31][CH2:30][CH:29]([CH2:33][C:2]2[C:7]([N+:8]([O-:10])=[O:9])=[CH:6][CH:5]=[C:4]([N:14]([CH3:15])[CH3:13])[N:3]=2)[CH2:28][CH2:27]1)=[O:25])[CH3:22]. Given the reactants Cl[C:2]1[C:7]([N+:8]([O-:10])=[O:9])=[CH:6][CH:5]=[C:4](Cl)[N:3]=1.C[CH2:13][N:14](C(C)C)[CH:15](C)C.[CH2:21]([O:23][C:24]([N:26]1[CH2:31][CH2:30][CH:29](N)[CH2:28][CH2:27]1)=[O:25])[CH3:22].[CH3:33]NC, predict the reaction product.